From a dataset of Full USPTO retrosynthesis dataset with 1.9M reactions from patents (1976-2016). Predict the reactants needed to synthesize the given product. (1) Given the product [Cl:2][C:3]1[CH:8]=[CH:7][CH:6]=[CH:5][C:4]=1[N:9]1[C:15]([C:17]2[O:18][CH:19]=[CH:20][CH:21]=2)=[CH:14][C:13]([C:12]([F:24])([F:11])[F:23])=[N:10]1, predict the reactants needed to synthesize it. The reactants are: Cl.[Cl:2][C:3]1[CH:8]=[CH:7][CH:6]=[CH:5][C:4]=1[NH:9][NH2:10].[F:11][C:12]([F:24])([F:23])[C:13](=O)[CH2:14][C:15]([C:17]1[O:18][CH:19]=[CH:20][CH:21]=1)=O. (2) Given the product [C:21]([O:20][C:18](=[O:19])[CH2:17][O:9][C:3]1[CH:4]=[CH:5][C:6]([Cl:8])=[CH:7][C:2]=1[Br:1])([CH3:24])([CH3:23])[CH3:22], predict the reactants needed to synthesize it. The reactants are: [Br:1][C:2]1[CH:7]=[C:6]([Cl:8])[CH:5]=[CH:4][C:3]=1[OH:9].C(=O)([O-])[O-].[K+].[K+].Br[CH2:17][C:18]([O:20][C:21]([CH3:24])([CH3:23])[CH3:22])=[O:19]. (3) The reactants are: [NH:1]1[CH2:6][CH2:5][NH:4][CH2:3][CH2:2]1.[Cl:7][C:8]1[C:16]2[N:15]=[C:14]([C:17]3[CH:18]=[C:19]([C:23]4[CH:28]=[CH:27][C:26]([CH:29]=O)=[CH:25][CH:24]=4)[CH:20]=[CH:21][CH:22]=3)[NH:13][C:12]=2[CH:11]=[CH:10][CH:9]=1.C(C1C=CC(B(O)O)=CC=1)=O.ClC1C2[N:50]=[C:49]([C:52]3[CH:57]=[CH:56][CH:55]=C(I)C=3)NC=2C=CC=1.IC1C=C(C=CC=1)C=O. Given the product [Cl:7][C:8]1[C:16]2[N:15]=[C:14]([C:17]3[CH:18]=[C:19]([C:23]4[CH:28]=[CH:27][C:26]([CH2:29][N:1]5[CH2:6][CH2:5][N:4]([C:57]6[CH:52]=[CH:49][N:50]=[CH:55][CH:56]=6)[CH2:3][CH2:2]5)=[CH:25][CH:24]=4)[CH:20]=[CH:21][CH:22]=3)[NH:13][C:12]=2[CH:11]=[CH:10][CH:9]=1, predict the reactants needed to synthesize it. (4) Given the product [Br:19][C:15]1[CH:14]=[C:13]2[C:18](=[N:17][CH:16]=1)[N:9]([OH:8])[C:10](=[O:27])[C:11]([C:21]1[CH:26]=[CH:25][CH:24]=[CH:23][CH:22]=1)=[C:12]2[OH:20], predict the reactants needed to synthesize it. The reactants are: C([O:8][N:9]1[C:18]2[C:13](=[CH:14][C:15]([Br:19])=[CH:16][N:17]=2)[C:12]([OH:20])=[C:11]([C:21]2[CH:26]=[CH:25][CH:24]=[CH:23][CH:22]=2)[C:10]1=[O:27])C1C=CC=CC=1.Br.CC(O)=O. (5) The reactants are: [CH2:1]([N:8]([CH3:22])[C:9]1[C:14]([F:15])=[CH:13][C:12]([N+:16]([O-:18])=[O:17])=[CH:11][C:10]=1[CH2:19][CH2:20][OH:21])[C:2]1[CH:7]=[CH:6][CH:5]=[CH:4][CH:3]=1.N1C=CN=C1.[Si:28](Cl)([C:31]([CH3:34])([CH3:33])[CH3:32])([CH3:30])[CH3:29]. Given the product [CH2:1]([N:8]([C:9]1[C:10]([CH2:19][CH2:20][O:21][Si:28]([C:31]([CH3:34])([CH3:33])[CH3:32])([CH3:30])[CH3:29])=[CH:11][C:12]([N+:16]([O-:18])=[O:17])=[CH:13][C:14]=1[F:15])[CH3:22])[C:2]1[CH:3]=[CH:4][CH:5]=[CH:6][CH:7]=1, predict the reactants needed to synthesize it. (6) Given the product [F:15][C:16]1[C:21]([O:22][S:2]([C:5]2[CH:6]=[CH:7][C:8]([C:9]([O:11][CH3:12])=[O:10])=[CH:13][CH:14]=2)(=[O:4])=[O:3])=[C:20]([F:23])[C:19]([F:24])=[C:18]([F:25])[C:17]=1[F:26], predict the reactants needed to synthesize it. The reactants are: Cl[S:2]([C:5]1[CH:14]=[CH:13][C:8]([C:9]([O:11][CH3:12])=[O:10])=[CH:7][CH:6]=1)(=[O:4])=[O:3].[F:15][C:16]1[C:21]([OH:22])=[C:20]([F:23])[C:19]([F:24])=[C:18]([F:25])[C:17]=1[F:26].CCN(CC)CC.